This data is from Reaction yield outcomes from USPTO patents with 853,638 reactions. The task is: Predict the reaction yield, written as a fraction of the theoretical maximum amount of product (1.0 means a 100% yield; for example, 0.34 means a 34% yield). (1) The reactants are [F:1][C:2]([F:11])([F:10])[C:3]1[CH:8]=[CH:7][N:6]=[C:5]([NH2:9])[CH:4]=1.[I:12]I.S(S([O-])=O)([O-])(=O)=O.[Na+].[Na+].ClCCl. The catalyst is C(O)C.S([O-])([O-])(=O)=O.[Ag+2]. The product is [I:12][C:8]1[C:3]([C:2]([F:1])([F:10])[F:11])=[CH:4][C:5]([NH2:9])=[N:6][CH:7]=1. The yield is 0.580. (2) The yield is 0.910. The reactants are C([Si](C1C=CC=CC=1)(C1C=CC=CC=1)[O:6][CH2:7][CH2:8][CH:9]1[C:15]2[CH:16]=[CH:17][C:18]([O:20][C:21](=[O:25])[N:22]([CH3:24])[CH3:23])=[CH:19][C:14]=2[CH:13]=[CH:12][CH2:11][N:10]1[C:26]([O:28][C:29]([CH3:32])([CH3:31])[CH3:30])=[O:27])(C)(C)C. The catalyst is CO.[C].[Pd]. The product is [CH3:24][N:22]([CH3:23])[C:21]([O:20][C:18]1[CH:17]=[CH:16][C:15]2[CH:9]([CH2:8][CH2:7][OH:6])[N:10]([C:26]([O:28][C:29]([CH3:31])([CH3:32])[CH3:30])=[O:27])[CH2:11][CH2:12][CH2:13][C:14]=2[CH:19]=1)=[O:25].